The task is: Predict the reaction yield, written as a fraction of the theoretical maximum amount of product (1.0 means a 100% yield; for example, 0.34 means a 34% yield).. This data is from Reaction yield outcomes from USPTO patents with 853,638 reactions. (1) The reactants are C(N=C=NC(C)C)(C)C.[F:10][C:11]1[CH:16]=[CH:15][C:14]([SH:17])=[CH:13][CH:12]=1.[CH2:18]([O:25][C:26](=[O:41])[C@@H:27]([NH:33][C:34]([O:36][C:37]([CH3:40])([CH3:39])[CH3:38])=[O:35])[CH2:28][CH2:29][C:30](O)=[O:31])[C:19]1[CH:24]=[CH:23][CH:22]=[CH:21][CH:20]=1. The yield is 0.820. The catalyst is ClCCl. The product is [C:37]([O:36][C:34]([NH:33][C@@H:27]([CH2:28][CH2:29][C:30]([S:17][C:14]1[CH:15]=[CH:16][C:11]([F:10])=[CH:12][CH:13]=1)=[O:31])[C:26]([O:25][CH2:18][C:19]1[CH:20]=[CH:21][CH:22]=[CH:23][CH:24]=1)=[O:41])=[O:35])([CH3:40])([CH3:39])[CH3:38]. (2) The reactants are [Cl:1][C:2]1[CH:7]=[C:6]([O:8][C:9]2[C:18]3[C:13](=[CH:14][C:15]([OH:21])=[C:16]([O:19][CH3:20])[CH:17]=3)[N:12]=[CH:11][N:10]=2)[CH:5]=[CH:4][C:3]=1[NH:22][C:23](=[O:29])[N:24]([CH2:27][CH3:28])[CH2:25][CH3:26].C(=O)([O-])[O-].[K+].[K+].Cl.Cl[CH2:38][C:39]1[CH:44]=[CH:43][N:42]=[CH:41][CH:40]=1.O. The catalyst is CN(C)C=O. The product is [Cl:1][C:2]1[CH:7]=[C:6]([O:8][C:9]2[C:18]3[C:13](=[CH:14][C:15]([O:21][CH2:38][C:39]4[CH:44]=[CH:43][N:42]=[CH:41][CH:40]=4)=[C:16]([O:19][CH3:20])[CH:17]=3)[N:12]=[CH:11][N:10]=2)[CH:5]=[CH:4][C:3]=1[NH:22][C:23](=[O:29])[N:24]([CH2:27][CH3:28])[CH2:25][CH3:26]. The yield is 0.560. (3) The yield is 0.910. The reactants are [CH2:1]([O:3][C:4](=[O:35])[C@@H:5]([NH:7][P:8]([O:21][C:22]1[CH:27]=[CH:26][CH:25]=[CH:24][C:23]=1[CH2:28][CH2:29][C:30]([O:32][CH2:33][CH3:34])=[O:31])([O:10][C:11]1[CH:16]=[CH:15][C:14]([S:17]([CH3:20])(=O)=O)=[CH:13][CH:12]=1)=[O:9])[CH3:6])[CH3:2].CSC1C=CC(O)=CC=1.CCN(C(C)C)C(C)C. The product is [CH2:1]([O:3][C:4](=[O:35])[C@@H:5]([NH:7][P:8]([O:21][C:22]1[CH:27]=[CH:26][CH:25]=[CH:24][C:23]=1[CH2:28][CH2:29][C:30]([O:32][CH2:33][CH3:34])=[O:31])([O:10][C:11]1[CH:12]=[CH:13][C:14]([S:17][CH3:20])=[CH:15][CH:16]=1)=[O:9])[CH3:6])[CH3:2]. The catalyst is C(Cl)Cl.